From a dataset of Full USPTO retrosynthesis dataset with 1.9M reactions from patents (1976-2016). Predict the reactants needed to synthesize the given product. (1) Given the product [C:7]([C:9]1[C:10]([O:22][CH3:23])=[C:11]([CH2:19][OH:20])[C:12]2[C:17]([CH:18]=1)=[CH:16][CH:15]=[CH:14][CH:13]=2)#[N:8], predict the reactants needed to synthesize it. The reactants are: C(Cl)(=O)C(Cl)=O.[C:7]([C:9]1[C:10]([O:22][CH3:23])=[C:11]([C:19](O)=[O:20])[C:12]2[C:17]([CH:18]=1)=[CH:16][CH:15]=[CH:14][CH:13]=2)#[N:8].[BH4-].[Na+]. (2) Given the product [NH2:1][C:4]1[CH:9]=[CH:8][C:7]([C:10]2[N:11]=[CH:12][N:13]([CH2:15][C:16]([O:18][C:19]([CH3:22])([CH3:21])[CH3:20])=[O:17])[CH:14]=2)=[CH:6][CH:5]=1, predict the reactants needed to synthesize it. The reactants are: [N+:1]([C:4]1[CH:9]=[CH:8][C:7]([C:10]2[N:11]=[CH:12][N:13]([CH2:15][C:16]([O:18][C:19]([CH3:22])([CH3:21])[CH3:20])=[O:17])[CH:14]=2)=[CH:6][CH:5]=1)([O-])=O.C([O-])=O.[NH4+]. (3) Given the product [CH:1]1([NH:4][S:5]([C:8]2[C:13]([Cl:14])=[CH:12][CH:11]=[C:10]([NH2:15])[C:9]=2[OH:18])(=[O:7])=[O:6])[CH2:3][CH2:2]1, predict the reactants needed to synthesize it. The reactants are: [CH:1]1([NH:4][S:5]([C:8]2[C:13]([Cl:14])=[CH:12][CH:11]=[C:10]([N+:15]([O-])=O)[C:9]=2[OH:18])(=[O:7])=[O:6])[CH2:3][CH2:2]1.[H][H]. (4) Given the product [F:40][C:41]([F:46])([F:45])[C:42]([OH:44])=[O:43].[O:1]([CH2:8][C@@H:9]([OH:32])[CH2:10][NH:11][CH2:12][CH2:13][CH:14]([C:16]1[CH:21]=[CH:20][C:19]([O:22][CH3:23])=[CH:18][CH:17]=1)[C:24]1[CH:29]=[CH:28][C:27]([O:30][CH3:31])=[CH:26][CH:25]=1)[C:2]1[CH:7]=[CH:6][CH:5]=[CH:4][CH:3]=1, predict the reactants needed to synthesize it. The reactants are: [O:1]([CH2:8][C@@H:9]([OH:32])[CH2:10][NH:11][CH2:12][CH2:13][C:14]([C:24]1[CH:29]=[CH:28][C:27]([O:30][CH3:31])=[CH:26][CH:25]=1)([C:16]1[CH:21]=[CH:20][C:19]([O:22][CH3:23])=[CH:18][CH:17]=1)O)[C:2]1[CH:7]=[CH:6][CH:5]=[CH:4][CH:3]=1.C([SiH](CC)CC)C.[F:40][C:41]([F:46])([F:45])[C:42]([OH:44])=[O:43]. (5) Given the product [CH2:13]([NH:5][CH2:4][CH:3]([C:6]1[CH:11]=[CH:10][CH:9]=[CH:8][CH:7]=1)[CH:2]([CH3:12])[CH3:1])[C:14]1[CH:19]=[CH:18][CH:17]=[CH:16][CH:15]=1, predict the reactants needed to synthesize it. The reactants are: [CH3:1][CH:2]([CH3:12])[CH:3]([C:6]1[CH:11]=[CH:10][CH:9]=[CH:8][CH:7]=1)[CH2:4][NH2:5].[CH:13](=O)[C:14]1[CH:19]=[CH:18][CH:17]=[CH:16][CH:15]=1.[BH-](OC(C)=O)(OC(C)=O)OC(C)=O.[Na+].C([O-])(O)=O.[Na+]. (6) Given the product [NH2:1][C:4]1[C:13]([O:14][C@@H:15]([C:22]2[CH:27]=[CH:26][CH:25]=[CH:24][CH:23]=2)[CH2:16][N:17]2[CH:21]=[CH:20][N:19]=[CH:18]2)=[CH:12][CH:11]=[C:10]2[C:5]=1[CH2:6][CH2:7][CH2:8][C:9]2=[O:28], predict the reactants needed to synthesize it. The reactants are: [N+:1]([C:4]1[C:13]([O:14][C@@H:15]([C:22]2[CH:27]=[CH:26][CH:25]=[CH:24][CH:23]=2)[CH2:16][N:17]2[CH:21]=[CH:20][N:19]=[CH:18]2)=[CH:12][CH:11]=[C:10]2[C:5]=1[CH2:6][CH2:7][CH2:8][C:9]2=[O:28])([O-])=O.CO.C(O)(=O)C.C([O-])(O)=O.[Na+]. (7) Given the product [NH2:1][C:2]1[CH:7]=[CH:6][C:5]([C:8](=[O:10])/[CH:9]=[CH:25]/[C:23]2[NH:22][N:21]=[C:20]([C:18]3[CH:17]=[CH:16][C:15]4[O:11][CH2:12][O:13][C:14]=4[CH:19]=3)[CH:24]=2)=[CH:4][CH:3]=1, predict the reactants needed to synthesize it. The reactants are: [NH2:1][C:2]1[CH:7]=[CH:6][C:5]([C:8](=[O:10])[CH3:9])=[CH:4][CH:3]=1.[O:11]1[C:15]2[CH:16]=[CH:17][C:18]([C:20]3[CH:24]=[C:23]([CH:25]=O)[NH:22][N:21]=3)=[CH:19][C:14]=2[O:13][CH2:12]1.[OH-].[K+]. (8) Given the product [NH2:16][C:4]1[CH:3]=[C:2]([Br:1])[C:10]([O:11][C:12]([F:15])([F:13])[F:14])=[CH:9][C:5]=1[C:6]([OH:8])=[O:7], predict the reactants needed to synthesize it. The reactants are: [Br:1][C:2]1[C:10]([O:11][C:12]([F:15])([F:14])[F:13])=[CH:9][C:5]([C:6]([OH:8])=[O:7])=[C:4]([N+:16]([O-])=O)[CH:3]=1.C(OC(=O)C1C=C(OC(F)(F)F)C(C=C)=CC=1N)C. (9) Given the product [CH2:1]([O:3][C:4]([C:6]1[CH:7]=[N:8][C:9]2[C:14]([C:15]=1[NH:24][CH:19]1[CH2:23][CH2:22][CH2:21][CH2:20]1)=[CH:13][CH:12]=[CH:11][C:10]=2[CH2:17][CH3:18])=[O:5])[CH3:2], predict the reactants needed to synthesize it. The reactants are: [CH2:1]([O:3][C:4]([C:6]1[CH:7]=[N:8][C:9]2[C:14]([C:15]=1Cl)=[CH:13][CH:12]=[CH:11][C:10]=2[CH2:17][CH3:18])=[O:5])[CH3:2].[CH:19]1([NH2:24])[CH2:23][CH2:22][CH2:21][CH2:20]1.